From a dataset of Reaction yield outcomes from USPTO patents with 853,638 reactions. Predict the reaction yield, written as a fraction of the theoretical maximum amount of product (1.0 means a 100% yield; for example, 0.34 means a 34% yield). (1) No catalyst specified. The reactants are [C:1]([C:4]1[CH:12]=[CH:11][C:7]([C:8]([OH:10])=[O:9])=[CH:6][CH:5]=1)(=[O:3])[CH3:2].Cl.[CH3:14]O. The yield is 0.740. The product is [C:1]([C:4]1[CH:12]=[CH:11][C:7]([C:8]([O:10][CH3:14])=[O:9])=[CH:6][CH:5]=1)(=[O:3])[CH3:2]. (2) The reactants are [C:1]([O:5][C:6]([N:8]1[CH2:12][CH2:11][S:10][CH:9]1[C:13]([OH:15])=O)=[O:7])([CH3:4])([CH3:3])[CH3:2].C(N1C=CN=C1)(N1C=CN=C1)=O.[N+:28]([C:31]1[CH:38]=[CH:37][C:34]([CH2:35][NH2:36])=[CH:33][CH:32]=1)([O-:30])=[O:29].C(N(CC)CC)C. The catalyst is C1COCC1.CN(C=O)C. The product is [N+:28]([C:31]1[CH:32]=[CH:33][C:34]([CH2:35][NH:36][C:13]([CH:9]2[N:8]([C:6]([O:5][C:1]([CH3:2])([CH3:3])[CH3:4])=[O:7])[CH2:12][CH2:11][S:10]2)=[O:15])=[CH:37][CH:38]=1)([O-:30])=[O:29]. The yield is 0.800. (3) The reactants are [Cl-].O[NH3+:3].[C:4](=[O:7])([O-])[OH:5].[Na+].CS(C)=O.[CH2:13]([C:17]1[N:18]([CH2:32][C:33]2[CH:38]=[CH:37][C:36]([C:39]3[C:40]([C:45]#[N:46])=[CH:41][CH:42]=[CH:43][CH:44]=3)=[CH:35][C:34]=2[F:47])[C:19](=[O:31])[C:20]([C:24]2[CH:29]=[CH:28][C:27]([F:30])=[CH:26][CH:25]=2)=[C:21]([CH3:23])[N:22]=1)[CH2:14][CH2:15][CH3:16]. The catalyst is O. The product is [CH2:13]([C:17]1[N:18]([CH2:32][C:33]2[CH:38]=[CH:37][C:36]([C:39]3[CH:44]=[CH:43][CH:42]=[CH:41][C:40]=3[C:45]3[NH:3][C:4](=[O:7])[O:5][N:46]=3)=[CH:35][C:34]=2[F:47])[C:19](=[O:31])[C:20]([C:24]2[CH:25]=[CH:26][C:27]([F:30])=[CH:28][CH:29]=2)=[C:21]([CH3:23])[N:22]=1)[CH2:14][CH2:15][CH3:16]. The yield is 0.730. (4) The reactants are [NH2:1][C:2]1[C:7]([O:8][CH2:9][C:10]2[CH:15]=[CH:14][CH:13]=[CH:12][CH:11]=2)=[CH:6][CH:5]=[CH:4][N:3]=1.[Br:16]N1C(=O)CCC1=O. The catalyst is CC#N.CCOC(C)=O. The product is [CH2:9]([O:8][C:7]1[C:2]([NH2:1])=[N:3][CH:4]=[C:5]([Br:16])[CH:6]=1)[C:10]1[CH:11]=[CH:12][CH:13]=[CH:14][CH:15]=1. The yield is 0.530. (5) The reactants are Br[C:2]1[CH:7]=[CH:6][CH:5]=[CH:4][N:3]=1.[CH2:8]([C:12]1[O:13][C:14]2[C:20]([F:21])=[CH:19][CH:18]=[C:17]([F:22])[C:15]=2[N:16]=1)[CH2:9][C:10]#[CH:11]. No catalyst specified. The product is [F:22][C:17]1[C:15]2[N:16]=[C:12]([CH2:8][CH2:9][C:10]#[C:11][C:2]3[CH:7]=[CH:6][CH:5]=[CH:4][N:3]=3)[O:13][C:14]=2[C:20]([F:21])=[CH:19][CH:18]=1. The yield is 0.140.